Dataset: Forward reaction prediction with 1.9M reactions from USPTO patents (1976-2016). Task: Predict the product of the given reaction. The product is: [Cl:27][CH2:26][CH:25]1[C:2]2[C:11]3[CH:10]=[C:9]([S:12]([CH3:15])(=[O:13])=[O:14])[CH:8]=[CH:7][C:6]=3[CH:5]=[CH:4][C:3]=2[N:16]([C:17]([O:18][C:19]([CH3:21])([CH3:22])[CH3:20])=[O:23])[CH2:24]1. Given the reactants Br[C:2]1[C:11]2[C:6](=[CH:7][CH:8]=[C:9]([S:12]([CH3:15])(=[O:14])=[O:13])[CH:10]=2)[CH:5]=[CH:4][C:3]=1[N:16]([CH2:24][CH:25]=[CH:26][Cl:27])[C:17](=[O:23])[O:18][C:19]([CH3:22])([CH3:21])[CH3:20].CCCC[SnH](CCCC)CCCC.CC(N=NC(C#N)(C)C)(C#N)C, predict the reaction product.